This data is from Retrosynthesis with 50K atom-mapped reactions and 10 reaction types from USPTO. The task is: Predict the reactants needed to synthesize the given product. (1) Given the product CCCCc1ncc(C=O)[nH]1, predict the reactants needed to synthesize it. The reactants are: CCCCc1ncc(CO)[nH]1.O=O. (2) Given the product C[C@H](Nc1cc(-c2cc3nccn3c(N3C[C@@H]4C[C@H]3CN4)n2)ccn1)c1ccccc1, predict the reactants needed to synthesize it. The reactants are: CC(Nc1cc(-c2cc3nccn3c(N3CC4CC3CN4C(=O)OC(C)(C)C)n2)ccn1)c1ccccc1. (3) Given the product Clc1nc(-c2ccc3[nH]ccc3c2)c2ccccc2n1, predict the reactants needed to synthesize it. The reactants are: Clc1nc(Cl)c2ccccc2n1.OB(O)c1ccc2[nH]ccc2c1. (4) Given the product CCN1C(=O)N(c2c(Cl)cccc2Cl)Cc2cnc(S(C)(=O)=O)nc21, predict the reactants needed to synthesize it. The reactants are: CCI.CS(=O)(=O)c1ncc2c(n1)NC(=O)N(c1c(Cl)cccc1Cl)C2. (5) Given the product Cc1cc(C(=O)Nc2cc(Oc3ccc4nc(NC(=O)C5CC5)cn4c3)ccc2F)n(C)n1, predict the reactants needed to synthesize it. The reactants are: Cc1cc(C(=O)Nc2cc(Oc3ccc4nc(N)cn4c3)ccc2F)n(C)n1.O=C(Cl)C1CC1.